Dataset: Reaction yield outcomes from USPTO patents with 853,638 reactions. Task: Predict the reaction yield, written as a fraction of the theoretical maximum amount of product (1.0 means a 100% yield; for example, 0.34 means a 34% yield). The product is [Br:9][C:5]1[CH:4]=[C:3]2[C:2](=[CH:7][C:6]=1[Cl:8])[N:1]=[C:19]([C:17]1[CH:18]=[C:13]([CH3:12])[CH:14]=[C:15]([CH3:22])[CH:16]=1)[CH:21]=[CH:10]2. The reactants are [NH2:1][C:2]1[CH:7]=[C:6]([Cl:8])[C:5]([Br:9])=[CH:4][C:3]=1[CH2:10]O.[CH3:12][C:13]1[CH:18]=[C:17]([C:19]([CH3:21])=O)[CH:16]=[C:15]([CH3:22])[CH:14]=1.[OH-].[K+]. The yield is 0.433. The catalyst is C1(C)C=CC=CC=1.